This data is from hERG potassium channel inhibition data for cardiac toxicity prediction from Karim et al.. The task is: Regression/Classification. Given a drug SMILES string, predict its toxicity properties. Task type varies by dataset: regression for continuous values (e.g., LD50, hERG inhibition percentage) or binary classification for toxic/non-toxic outcomes (e.g., AMES mutagenicity, cardiotoxicity, hepatotoxicity). Dataset: herg_karim. (1) The compound is CC(C)N1CCN(C(=O)N2CCC3(CCCN(C4CCOCC4)C3)C2)CC1. The result is 0 (non-blocker). (2) The compound is CN1CCN(C(=O)c2ccc3c(c2)Cc2c-3n[nH]c2-c2csc(C#CCOc3ccccc3)c2)CC1. The result is 1 (blocker). (3) The molecule is CCN(CC)CCCCNc1ncc2c(n1)N(C)C(=O)N(c1c(Cl)c(OC)cc(OC)c1Cl)C2. The result is 0 (non-blocker). (4) The drug is COC1COCCC1N[C@@H]1C[C@H]2CCC[C@@]2(C(=O)N2CCc3ccc(Cl)cc3C2)C1. The result is 0 (non-blocker). (5) The drug is Cc1cc(SCc2sc(-c3ccc(C(F)(F)F)cc3)nc2C)ccc1OCC(=O)O. The result is 0 (non-blocker). (6) The molecule is COc1ccc2cccc(Oc3ccc4nc(C)n(C[C@H]5CCCN(C(C)C)C5)c(=O)c4n3)c2n1. The result is 0 (non-blocker). (7) The drug is O=C1NCc2ccc(OCCCN3CCN(c4cccc5cccc(F)c45)CC3)cc21. The result is 1 (blocker).